Regression. Given a peptide amino acid sequence and an MHC pseudo amino acid sequence, predict their binding affinity value. This is MHC class I binding data. From a dataset of Peptide-MHC class I binding affinity with 185,985 pairs from IEDB/IMGT. (1) The peptide sequence is RAEVSLHEV. The MHC is HLA-A30:02 with pseudo-sequence HLA-A30:02. The binding affinity (normalized) is 0.0177. (2) The peptide sequence is PLKDVERLQM. The MHC is HLA-A68:02 with pseudo-sequence HLA-A68:02. The binding affinity (normalized) is 0. (3) The peptide sequence is IRWLGGILP. The MHC is HLA-A02:01 with pseudo-sequence HLA-A02:01. The binding affinity (normalized) is 0. (4) The peptide sequence is KLWAQCVQL. The MHC is HLA-A01:01 with pseudo-sequence HLA-A01:01. The binding affinity (normalized) is 0.0847.